From a dataset of Forward reaction prediction with 1.9M reactions from USPTO patents (1976-2016). Predict the product of the given reaction. (1) Given the reactants [CH:1]1[CH:6]=[CH:5][C:4]([CH2:7][N:8]2[C:17](O)([C:18]3[CH:23]=[CH:22][C:21]([Cl:24])=[CH:20][CH:19]=3)[C:16]3[C:11](=[CH:12][CH:13]=[CH:14][CH:15]=3)[C:9]2=[O:10])=[CH:3][CH:2]=1.S(Cl)([Cl:28])=O, predict the reaction product. The product is: [Cl:28][C:17]1([C:18]2[CH:19]=[CH:20][C:21]([Cl:24])=[CH:22][CH:23]=2)[C:16]2[C:11](=[CH:12][CH:13]=[CH:14][CH:15]=2)[C:9](=[O:10])[N:8]1[CH2:7][C:4]1[CH:3]=[CH:2][CH:1]=[CH:6][CH:5]=1. (2) Given the reactants Br[C:2]1[O:6][C:5]([CH3:7])=[C:4]([C:8]([O:10][CH3:11])=[O:9])[CH:3]=1.[CH3:12][O:13][C:14]1[CH:15]=[C:16](B(O)O)[CH:17]=[CH:18][CH:19]=1.C(=O)([O-])[O-].[Na+].[Na+].COCCOC, predict the reaction product. The product is: [CH3:12][O:13][C:14]1[CH:19]=[C:18]([C:2]2[O:6][C:5]([CH3:7])=[C:4]([C:8]([O:10][CH3:11])=[O:9])[CH:3]=2)[CH:17]=[CH:16][CH:15]=1. (3) The product is: [Cl:1][C:2]1[CH:10]=[CH:9][C:8]([N:11]2[CH2:16][CH2:15][N:14]([CH3:17])[CH2:13][CH2:12]2)=[CH:7][C:3]=1[C:4]([NH:19][C:20]1[CH:45]=[CH:44][C:23]2[CH2:24][CH2:25][C:26]3[C:27]([C:41]([NH2:43])=[O:42])=[N:28][N:29]([C:31]4[CH:32]=[CH:33][C:34]([S:37]([CH3:40])(=[O:39])=[O:38])=[CH:35][CH:36]=4)[C:30]=3[C:22]=2[CH:21]=1)=[O:6]. Given the reactants [Cl:1][C:2]1[CH:10]=[CH:9][C:8]([N:11]2[CH2:16][CH2:15][N:14]([CH3:17])[CH2:13][CH2:12]2)=[CH:7][C:3]=1[C:4]([OH:6])=O.Cl.[NH2:19][C:20]1[CH:45]=[CH:44][C:23]2[CH2:24][CH2:25][C:26]3[C:27]([C:41]([NH2:43])=[O:42])=[N:28][N:29]([C:31]4[CH:36]=[CH:35][C:34]([S:37]([CH3:40])(=[O:39])=[O:38])=[CH:33][CH:32]=4)[C:30]=3[C:22]=2[CH:21]=1.C(N(C(C)C)CC)(C)C.CN(C(ON1N=NC2C=CC=NC1=2)=[N+](C)C)C.F[P-](F)(F)(F)(F)F, predict the reaction product. (4) Given the reactants Cl.[N:2]1[CH:7]=[CH:6][C:5]([CH2:8]Cl)=[CH:4][CH:3]=1.[CH3:10][O:11][C:12]1[CH:13]=[C:14]([C:20]2[C@@H:29]3[C@@H:24]([CH2:25][CH:26]=[CH:27][CH2:28]3)[C:23](=[O:30])[N:22]([CH:31]3[CH2:36][CH2:35][N:34](C4C=CC([N+]([O-])=O)=CC=4)[CH2:33][CH2:32]3)[N:21]=2)[CH:15]=[CH:16][C:17]=1[O:18][CH3:19].O, predict the reaction product. The product is: [CH3:10][O:11][C:12]1[CH:13]=[C:14]([C:20]2[C@@H:29]3[C@@H:24]([CH2:25][CH:26]=[CH:27][CH2:28]3)[C:23](=[O:30])[N:22]([CH:31]3[CH2:36][CH2:35][N:34]([CH2:8][C:5]4[CH:6]=[CH:7][N:2]=[CH:3][CH:4]=4)[CH2:33][CH2:32]3)[N:21]=2)[CH:15]=[CH:16][C:17]=1[O:18][CH3:19].